Dataset: NCI-60 drug combinations with 297,098 pairs across 59 cell lines. Task: Regression. Given two drug SMILES strings and cell line genomic features, predict the synergy score measuring deviation from expected non-interaction effect. (1) Drug 1: CCN(CC)CCNC(=O)C1=C(NC(=C1C)C=C2C3=C(C=CC(=C3)F)NC2=O)C. Drug 2: CCN(CC)CCCC(C)NC1=C2C=C(C=CC2=NC3=C1C=CC(=C3)Cl)OC. Cell line: SK-MEL-2. Synergy scores: CSS=23.1, Synergy_ZIP=0.800, Synergy_Bliss=4.79, Synergy_Loewe=-0.172, Synergy_HSA=1.96. (2) Drug 1: C1CCN(CC1)CCOC2=CC=C(C=C2)C(=O)C3=C(SC4=C3C=CC(=C4)O)C5=CC=C(C=C5)O. Drug 2: CS(=O)(=O)CCNCC1=CC=C(O1)C2=CC3=C(C=C2)N=CN=C3NC4=CC(=C(C=C4)OCC5=CC(=CC=C5)F)Cl. Cell line: LOX IMVI. Synergy scores: CSS=1.33, Synergy_ZIP=-0.639, Synergy_Bliss=-2.15, Synergy_Loewe=-0.874, Synergy_HSA=-1.15. (3) Drug 1: C#CCC(CC1=CN=C2C(=N1)C(=NC(=N2)N)N)C3=CC=C(C=C3)C(=O)NC(CCC(=O)O)C(=O)O. Drug 2: C1=NC2=C(N1)C(=S)N=CN2. Cell line: MCF7. Synergy scores: CSS=31.1, Synergy_ZIP=1.19, Synergy_Bliss=-2.52, Synergy_Loewe=-6.89, Synergy_HSA=-6.88. (4) Drug 1: CC(C1=C(C=CC(=C1Cl)F)Cl)OC2=C(N=CC(=C2)C3=CN(N=C3)C4CCNCC4)N. Drug 2: N.N.Cl[Pt+2]Cl. Cell line: A498. Synergy scores: CSS=4.61, Synergy_ZIP=-0.212, Synergy_Bliss=1.09, Synergy_Loewe=-4.96, Synergy_HSA=-0.128. (5) Drug 1: CCCS(=O)(=O)NC1=C(C(=C(C=C1)F)C(=O)C2=CNC3=C2C=C(C=N3)C4=CC=C(C=C4)Cl)F. Drug 2: CC1=C(C=C(C=C1)NC2=NC=CC(=N2)N(C)C3=CC4=NN(C(=C4C=C3)C)C)S(=O)(=O)N.Cl. Cell line: MDA-MB-231. Synergy scores: CSS=16.3, Synergy_ZIP=5.84, Synergy_Bliss=8.56, Synergy_Loewe=5.54, Synergy_HSA=6.55. (6) Drug 1: CC1=C(C=C(C=C1)NC2=NC=CC(=N2)N(C)C3=CC4=NN(C(=C4C=C3)C)C)S(=O)(=O)N.Cl. Drug 2: C1CC(=O)NC(=O)C1N2C(=O)C3=CC=CC=C3C2=O. Cell line: MDA-MB-231. Synergy scores: CSS=2.66, Synergy_ZIP=-1.84, Synergy_Bliss=-2.98, Synergy_Loewe=-2.90, Synergy_HSA=-2.52. (7) Drug 1: C1CCN(CC1)CCOC2=CC=C(C=C2)C(=O)C3=C(SC4=C3C=CC(=C4)O)C5=CC=C(C=C5)O. Drug 2: CC1C(C(CC(O1)OC2CC(CC3=C2C(=C4C(=C3O)C(=O)C5=C(C4=O)C(=CC=C5)OC)O)(C(=O)CO)O)N)O.Cl. Cell line: HCC-2998. Synergy scores: CSS=45.3, Synergy_ZIP=2.67, Synergy_Bliss=3.96, Synergy_Loewe=2.86, Synergy_HSA=3.10.